Dataset: Merck oncology drug combination screen with 23,052 pairs across 39 cell lines. Task: Regression. Given two drug SMILES strings and cell line genomic features, predict the synergy score measuring deviation from expected non-interaction effect. (1) Drug 1: O=P1(N(CCCl)CCCl)NCCCO1. Drug 2: COC1CC2CCC(C)C(O)(O2)C(=O)C(=O)N2CCCCC2C(=O)OC(C(C)CC2CCC(OP(C)(C)=O)C(OC)C2)CC(=O)C(C)C=C(C)C(O)C(OC)C(=O)C(C)CC(C)C=CC=CC=C1C. Cell line: RPMI7951. Synergy scores: synergy=18.2. (2) Drug 1: CN(Cc1cnc2nc(N)nc(N)c2n1)c1ccc(C(=O)NC(CCC(=O)O)C(=O)O)cc1. Drug 2: Cc1nc(Nc2ncc(C(=O)Nc3c(C)cccc3Cl)s2)cc(N2CCN(CCO)CC2)n1. Cell line: LNCAP. Synergy scores: synergy=7.01. (3) Drug 1: COc1cc(C2c3cc4c(cc3C(OC3OC5COC(C)OC5C(O)C3O)C3COC(=O)C23)OCO4)cc(OC)c1O. Drug 2: CS(=O)(=O)CCNCc1ccc(-c2ccc3ncnc(Nc4ccc(OCc5cccc(F)c5)c(Cl)c4)c3c2)o1. Cell line: A2780. Synergy scores: synergy=27.3. (4) Drug 2: CC1(c2nc3c(C(N)=O)cccc3[nH]2)CCCN1. Cell line: EFM192B. Drug 1: CCN(CC)CCNC(=O)c1c(C)[nH]c(C=C2C(=O)Nc3ccc(F)cc32)c1C. Synergy scores: synergy=14.7. (5) Drug 1: N#Cc1ccc(Cn2cncc2CN2CCN(c3cccc(Cl)c3)C(=O)C2)cc1. Drug 2: CCN(CC)CCNC(=O)c1c(C)[nH]c(C=C2C(=O)Nc3ccc(F)cc32)c1C. Cell line: HT29. Synergy scores: synergy=21.6. (6) Drug 1: CN1C(=O)C=CC2(C)C3CCC4(C)C(NC(=O)OCC(F)(F)F)CCC4C3CCC12. Drug 2: N.N.O=C(O)C1(C(=O)O)CCC1.[Pt]. Cell line: UWB1289BRCA1. Synergy scores: synergy=11.5. (7) Drug 1: N#Cc1ccc(Cn2cncc2CN2CCN(c3cccc(Cl)c3)C(=O)C2)cc1. Drug 2: CCC1=CC2CN(C1)Cc1c([nH]c3ccccc13)C(C(=O)OC)(c1cc3c(cc1OC)N(C)C1C(O)(C(=O)OC)C(OC(C)=O)C4(CC)C=CCN5CCC31C54)C2. Cell line: SW837. Synergy scores: synergy=-9.96. (8) Drug 1: CS(=O)(=O)CCNCc1ccc(-c2ccc3ncnc(Nc4ccc(OCc5cccc(F)c5)c(Cl)c4)c3c2)o1. Drug 2: NC(=O)c1cccc2cn(-c3ccc(C4CCCNC4)cc3)nc12. Cell line: KPL1. Synergy scores: synergy=12.8.